This data is from HIV replication inhibition screening data with 41,000+ compounds from the AIDS Antiviral Screen. The task is: Binary Classification. Given a drug SMILES string, predict its activity (active/inactive) in a high-throughput screening assay against a specified biological target. The compound is CN(N=O)C(=O)N(N)CCCCC(NC(=O)OCc1ccccc1)C(=O)OCc1ccccc1. The result is 0 (inactive).